This data is from Reaction yield outcomes from USPTO patents with 853,638 reactions. The task is: Predict the reaction yield, written as a fraction of the theoretical maximum amount of product (1.0 means a 100% yield; for example, 0.34 means a 34% yield). The reactants are [CH:1]1[C:6]([C:7]2[O:17][C:16]3[CH:15]=[C:14]([OH:18])[CH:13]=[C:12]([OH:19])[C:11]=3[C:9](=[O:10])[C:8]=2[OH:20])=[CH:5][C:4]([OH:21])=[C:3]([OH:22])[CH:2]=1.O.C(=O)([O-])[O-].[K+].[K+].[CH2:30](Br)[C:31]1[CH:36]=[CH:35][CH:34]=[CH:33][CH:32]=1.Cl. The catalyst is CN(C=O)C.O. The product is [CH2:30]([O:20][C:8]1[C:9](=[O:10])[C:11]2[C:16](=[CH:15][C:14]([O:18][CH2:9][C:11]3[CH:12]=[CH:13][CH:14]=[CH:15][CH:16]=3)=[CH:13][C:12]=2[OH:19])[O:17][C:7]=1[C:6]1[CH:1]=[CH:2][C:3]([O:22][CH2:7][C:6]2[CH:1]=[CH:2][CH:3]=[CH:4][CH:5]=2)=[C:4]([OH:21])[CH:5]=1)[C:31]1[CH:36]=[CH:35][CH:34]=[CH:33][CH:32]=1. The yield is 0.310.